From a dataset of Catalyst prediction with 721,799 reactions and 888 catalyst types from USPTO. Predict which catalyst facilitates the given reaction. (1) Reactant: B(O)(O)O.Cl.[I:6][C:7]1[CH:13]=[CH:12][C:10]([NH2:11])=[C:9]([CH3:14])[CH:8]=1.[N:15]([O-])=O.[Na+].[CH:19]1[C:24]([OH:25])=[CH:23][CH:22]=[C:21]([CH3:26])[CH:20]=1.[OH-].[Na+].P([O-])([O-])([O-])=O.[Na+].[Na+].[Na+]. Product: [I:6][C:7]1[CH:13]=[CH:12][C:10]([N:11]=[N:15][C:19]2[CH:20]=[C:21]([CH3:26])[CH:22]=[CH:23][C:24]=2[OH:25])=[C:9]([CH3:14])[CH:8]=1. The catalyst class is: 6. (2) Reactant: [NH:1]1[C:32]2[C:9]3[NH:10][C:11]4[C:16]([C:8]=3[CH2:7][CH2:6][CH2:5][C:4]=2[CH:3]=[N:2]1)=[CH:15][C:14]([C:17]([N:19]1[CH2:24][CH2:23][N:22](C(OC(C)(C)C)=O)[CH2:21][CH2:20]1)=[O:18])=[CH:13][CH:12]=4.CO.[ClH:35]. Product: [ClH:35].[N:19]1([C:17]([C:14]2[CH:15]=[C:16]3[C:11](=[CH:12][CH:13]=2)[NH:10][C:9]2[C:32]4[NH:1][N:2]=[CH:3][C:4]=4[CH2:5][CH2:6][CH2:7][C:8]3=2)=[O:18])[CH2:24][CH2:23][NH:22][CH2:21][CH2:20]1. The catalyst class is: 13. (3) Reactant: Br[CH2:2][C@H:3]1[CH2:7][CH2:6][C@H:5]([CH2:8][CH2:9][C:10]2[CH:15]=[C:14]([F:16])[CH:13]=[CH:12][C:11]=2[O:17][CH3:18])[O:4]1.[Na+].[I-].[NH:21]1[CH2:26][CH2:25][O:24][CH2:23][CH2:22]1.C([O-])(O)=O.[Na+]. Product: [O:24]1[CH2:25][CH2:26][N:21]([CH2:2][C@H:3]2[CH2:7][CH2:6][C@H:5]([CH2:8][CH2:9][C:10]3[CH:15]=[C:14]([F:16])[CH:13]=[CH:12][C:11]=3[O:17][CH3:18])[O:4]2)[CH2:22][CH2:23]1. The catalyst class is: 774. (4) Reactant: [OH:1][CH2:2][CH2:3][CH:4]1[O:9][CH2:8][CH2:7][N:6]([C:10]([O:12][CH2:13][C:14]2[CH:19]=[CH:18][CH:17]=[CH:16][CH:15]=2)=[O:11])[CH2:5]1.[CH3:20][S:21](Cl)(=[O:23])=[O:22]. Product: [CH3:20][S:21]([O:1][CH2:2][CH2:3][CH:4]1[O:9][CH2:8][CH2:7][N:6]([C:10]([O:12][CH2:13][C:14]2[CH:19]=[CH:18][CH:17]=[CH:16][CH:15]=2)=[O:11])[CH2:5]1)(=[O:23])=[O:22]. The catalyst class is: 91. (5) Reactant: [Cl:1][C:2]1[C:3]([O:29][C@H:30]2[CH2:35][CH2:34][CH2:33][CH2:32][C@@H:31]2[C:36]2[N:40]([CH3:41])[N:39]=[CH:38][CH:37]=2)=[CH:4][C:5]([F:28])=[C:6]([S:8]([N:11](CC2C=CC(OC)=CC=2OC)[C:12]2[S:13][CH:14]=[N:15][N:16]=2)(=[O:10])=[O:9])[CH:7]=1.C([SiH](CC)CC)C.FC(F)(F)C(O)=O. Product: [Cl:1][C:2]1[C:3]([O:29][C@H:30]2[CH2:35][CH2:34][CH2:33][CH2:32][C@@H:31]2[C:36]2[N:40]([CH3:41])[N:39]=[CH:38][CH:37]=2)=[CH:4][C:5]([F:28])=[C:6]([S:8]([NH:11][C:12]2[S:13][CH:14]=[N:15][N:16]=2)(=[O:9])=[O:10])[CH:7]=1. The catalyst class is: 4. (6) Reactant: [O:1]1[C:5]2[CH:6]=[CH:7][CH:8]=[CH:9][C:4]=2[CH:3]=[C:2]1[CH:10]=[N:11][S:12]([C:15]1[CH:25]=[CH:24][C:18]2[O:19][CH2:20][CH2:21][CH2:22][O:23][C:17]=2[CH:16]=1)(=[O:14])=[O:13].O1CCCC1.Br[Mg][C:33]1[CH:38]=[CH:37][CH:36]=[CH:35][C:34]=1[S:39][CH3:40]. Product: [O:1]1[C:5]2[CH:6]=[CH:7][CH:8]=[CH:9][C:4]=2[CH:3]=[C:2]1[CH:10]([C:33]1[CH:38]=[CH:37][CH:36]=[CH:35][C:34]=1[S:39][CH3:40])[NH:11][S:12]([C:15]1[CH:25]=[CH:24][C:18]2[O:19][CH2:20][CH2:21][CH2:22][O:23][C:17]=2[CH:16]=1)(=[O:13])=[O:14]. The catalyst class is: 5. (7) Reactant: Br[C:2]1[CH:7]=[CH:6][C:5]([F:8])=[C:4]([F:9])[C:3]=1[CH3:10].N#N.[CH3:13][CH2:14][OH:15].[Li][CH:17](CC)C.C1CCCCC1.B(F)(F)F.C(OCC)C. Product: [F:9][C:4]1[C:3]([CH3:10])=[C:2]([CH2:13][C@H:14]([OH:15])[CH3:17])[CH:7]=[CH:6][C:5]=1[F:8]. The catalyst class is: 1.